From a dataset of Full USPTO retrosynthesis dataset with 1.9M reactions from patents (1976-2016). Predict the reactants needed to synthesize the given product. (1) Given the product [C:18]([Si:21]([CH3:23])([CH3:22])[O:11][CH2:10][C:6]1[CH:7]=[CH:8][CH:9]=[C:4]([N+:1]([O-:3])=[O:2])[CH:5]=1)([CH3:20])([CH3:19])[CH3:17], predict the reactants needed to synthesize it. The reactants are: [N+:1]([C:4]1[CH:5]=[C:6]([CH2:10][OH:11])[CH:7]=[CH:8][CH:9]=1)([O-:3])=[O:2].N1C=CN=C1.[CH3:17][C:18]([Si:21](Cl)([CH3:23])[CH3:22])([CH3:20])[CH3:19]. (2) Given the product [ClH:19].[CH3:20][C:21]1([CH3:29])[CH2:26][CH2:25][CH:24]([CH2:27][NH:28][CH2:1][C:3]2[CH:4]=[C:5]([C:9]3[CH:14]=[CH:13][C:12]([C:15]([NH2:17])=[O:16])=[CH:11][C:10]=3[CH3:18])[CH:6]=[CH:7][CH:8]=2)[CH2:23][CH2:22]1, predict the reactants needed to synthesize it. The reactants are: [CH:1]([C:3]1[CH:4]=[C:5]([C:9]2[CH:14]=[CH:13][C:12]([C:15]([NH2:17])=[O:16])=[CH:11][C:10]=2[CH3:18])[CH:6]=[CH:7][CH:8]=1)=O.[ClH:19].[CH3:20][C:21]1([CH3:29])[CH2:26][CH2:25][CH:24]([CH2:27][NH2:28])[CH2:23][CH2:22]1.C(O[BH-](OC(=O)C)OC(=O)C)(=O)C.[Na+].O. (3) Given the product [C:28]1([CH3:43])[CH:33]=[C:32]([CH3:34])[CH:31]=[C:30]([CH3:35])[C:29]=1[C:36]1[C:37]([CH3:42])=[N:38][N:39]2[C:5](=[O:7])[C:4]([CH2:10][C:11]([O:13][CH2:14][CH3:15])=[O:12])=[C:1]([CH3:2])[NH:41][C:40]=12, predict the reactants needed to synthesize it. The reactants are: [C:1]([CH:4]([CH2:10][C:11]([O:13][CH2:14][CH3:15])=[O:12])[C:5]([O:7]CC)=O)(=O)[CH3:2].O.C1(C)C=CC(S(O)(=O)=O)=CC=1.[C:28]1([CH3:43])[CH:33]=[C:32]([CH3:34])[CH:31]=[C:30]([CH3:35])[C:29]=1[C:36]1[C:37]([CH3:42])=[N:38][NH:39][C:40]=1[NH2:41].